Dataset: Peptide-MHC class I binding affinity with 185,985 pairs from IEDB/IMGT. Task: Regression. Given a peptide amino acid sequence and an MHC pseudo amino acid sequence, predict their binding affinity value. This is MHC class I binding data. (1) The peptide sequence is ILKEHVSRY. The MHC is HLA-A01:01 with pseudo-sequence HLA-A01:01. The binding affinity (normalized) is 0.0847. (2) The peptide sequence is AAPPPQRAA. The MHC is HLA-A02:02 with pseudo-sequence HLA-A02:02. The binding affinity (normalized) is 0. (3) The peptide sequence is GLNKIVRMY. The binding affinity (normalized) is 0. The MHC is HLA-B07:02 with pseudo-sequence HLA-B07:02. (4) The peptide sequence is KIPNDNIIE. The MHC is HLA-B44:02 with pseudo-sequence HLA-B44:02. The binding affinity (normalized) is 0.0847.